Predict the reaction yield, written as a fraction of the theoretical maximum amount of product (1.0 means a 100% yield; for example, 0.34 means a 34% yield). From a dataset of Reaction yield outcomes from USPTO patents with 853,638 reactions. (1) The reactants are [N+:1]([C:4]1[CH:12]=[C:7]2[CH2:8][NH:9][CH2:10][CH2:11][N:6]2[N:5]=1)([O-:3])=[O:2].C(N(CC)CC)C.[C:20](Cl)(=[O:22])[CH3:21].C(Cl)Cl. The catalyst is CO. The product is [N+:1]([C:4]1[CH:12]=[C:7]2[CH2:8][N:9]([C:20](=[O:22])[CH3:21])[CH2:10][CH2:11][N:6]2[N:5]=1)([O-:3])=[O:2]. The yield is 0.840. (2) The reactants are Cl[C:2]1[N:7]=[CH:6][C:5]2[C:8]([NH:14][CH:15]3[CH2:19][NH:18][C:17](=[O:20])[CH2:16]3)=[N:9][N:10]([CH:11]([CH3:13])[CH3:12])[C:4]=2[CH:3]=1.[NH2:21][C:22]1[CH:27]=[CH:26][N:25]=[C:24]([N:28]2[CH2:33][CH2:32][C:31]([CH3:35])([OH:34])[CH2:30][CH2:29]2)[N:23]=1.C1(P(C2CCCCC2)C2C(OC)=CC=C(OC)C=2C2C(C(C)C)=CC(C(C)C)=CC=2C(C)C)CCCCC1.C(=O)([O-])[O-].[Cs+].[Cs+]. The catalyst is O1CCOCC1. The product is [OH:34][C:31]1([CH3:35])[CH2:32][CH2:33][N:28]([C:24]2[N:23]=[C:22]([NH:21][C:2]3[N:7]=[CH:6][C:5]4[C:8]([NH:14][CH:15]5[CH2:19][NH:18][C:17](=[O:20])[CH2:16]5)=[N:9][N:10]([CH:11]([CH3:13])[CH3:12])[C:4]=4[CH:3]=3)[CH:27]=[CH:26][N:25]=2)[CH2:29][CH2:30]1. The yield is 0.210. (3) The reactants are [NH2:1][C:2]1[CH:3]=[C:4]([C:24](=[O:31])[NH:25][C:26]2[NH:27][CH:28]=[CH:29][N:30]=2)[C:5]2[N:9]=[C:8]([NH:10][C:11]([C:13]3[N:14]=[CH:15][C:16]4[C:21]([CH:22]=3)=[CH:20][CH:19]=[CH:18][CH:17]=4)=[O:12])[NH:7][C:6]=2[CH:23]=1.[C:32]1([S:38](Cl)(=[O:40])=[O:39])[CH:37]=[CH:36][CH:35]=[CH:34][CH:33]=1. The catalyst is N1C=CC=CC=1.C(Cl)Cl.[Cl-].[Na+].O. The product is [C:32]1([S:38]([NH:1][C:2]2[CH:3]=[C:4]([C:24](=[O:31])[NH:25][C:26]3[NH:27][CH:28]=[CH:29][N:30]=3)[C:5]3[NH:9][C:8]([NH:10][C:11]([C:13]4[N:14]=[CH:15][C:16]5[C:21]([CH:22]=4)=[CH:20][CH:19]=[CH:18][CH:17]=5)=[O:12])=[N:7][C:6]=3[CH:23]=2)(=[O:40])=[O:39])[CH:37]=[CH:36][CH:35]=[CH:34][CH:33]=1. The yield is 0.500. (4) The reactants are Cl[C:2]1[N:7]=[C:6]([O:8][CH3:9])[N:5]=[C:4]([NH:10][C:11]2[CH:16]=[CH:15][C:14]([N:17]3[CH:21]=[C:20]([CH3:22])[N:19]=[CH:18]3)=[C:13]([O:23][CH3:24])[CH:12]=2)[N:3]=1.[CH3:25][O:26][CH2:27][CH2:28][NH:29][CH3:30]. No catalyst specified. The product is [CH3:9][O:8][C:6]1[N:7]=[C:2]([N:29]([CH2:28][CH2:27][O:26][CH3:25])[CH3:30])[N:3]=[C:4]([NH:10][C:11]2[CH:16]=[CH:15][C:14]([N:17]3[CH:21]=[C:20]([CH3:22])[N:19]=[CH:18]3)=[C:13]([O:23][CH3:24])[CH:12]=2)[N:5]=1. The yield is 0.510. (5) The catalyst is [Cu](I)I.[Cu].CN(C)C=O. The yield is 0.860. The product is [CH3:22][O:21][C:19]1[CH:18]=[C:17]([CH:16]=[C:15]([O:14][CH3:13])[CH:20]=1)[O:23][C:2]1[CH:7]=[CH:6][CH:5]=[C:4]([F:8])[C:3]=1[CH2:9][C:10]([OH:12])=[O:11]. The reactants are Cl[C:2]1[CH:7]=[CH:6][CH:5]=[C:4]([F:8])[C:3]=1[CH2:9][C:10]([OH:12])=[O:11].[CH3:13][O:14][C:15]1[CH:16]=[C:17]([OH:23])[CH:18]=[C:19]([O:21][CH3:22])[CH:20]=1.C(=O)([O-])[O-].[K+].[K+].